The task is: Predict the reactants needed to synthesize the given product.. This data is from Full USPTO retrosynthesis dataset with 1.9M reactions from patents (1976-2016). (1) Given the product [CH:11]([C:6]1([OH:10])[C:3]2[CH:4]=[CH:5][S:1][C:2]=2[CH2:9][CH2:8][CH2:7]1)=[CH2:12], predict the reactants needed to synthesize it. The reactants are: [S:1]1[CH:5]=[CH:4][C:3]2[C:6](=[O:10])[CH2:7][CH2:8][CH2:9][C:2]1=2.[CH:11]([Mg]Cl)=[CH2:12].[Cl-].[NH4+]. (2) Given the product [F:2][C:3]1[CH:4]=[CH:5][C:6]2[NH:15][C:14](=[O:21])[C:13]3[CH:12]=[C:11]([CH3:17])[S:10][C:9]=3[NH:8][C:7]=2[CH:18]=1, predict the reactants needed to synthesize it. The reactants are: Cl.[F:2][C:3]1[CH:4]=[CH:5][C:6]2[N:15]=[C:14](N)[C:13]3[CH:12]=[C:11]([CH3:17])[S:10][C:9]=3[NH:8][C:7]=2[CH:18]=1.CC[OH:21].C(=O)([O-])[O-].[K+].[K+]. (3) Given the product [C:12]([O:16][C:17]([NH:19][CH:20]1[CH2:25][CH:24]([NH:26][C:27]([O:29][C:30]([CH3:33])([CH3:32])[CH3:31])=[O:28])[CH2:23][N:22]([C:5]2[N:4]=[N:3][C:2]([Cl:1])=[C:7]([C:8]([OH:10])=[O:9])[CH:6]=2)[CH2:21]1)=[O:18])([CH3:15])([CH3:14])[CH3:13], predict the reactants needed to synthesize it. The reactants are: [Cl:1][C:2]1[N:3]=[N:4][C:5](Cl)=[CH:6][C:7]=1[C:8]([OH:10])=[O:9].[C:12]([O:16][C:17]([NH:19][C@@H:20]1[CH2:25][C@H:24]([NH:26][C:27]([O:29][C:30]([CH3:33])([CH3:32])[CH3:31])=[O:28])[CH2:23][NH:22][CH2:21]1)=[O:18])([CH3:15])([CH3:14])[CH3:13].CCN(C(C)C)C(C)C.